This data is from Catalyst prediction with 721,799 reactions and 888 catalyst types from USPTO. The task is: Predict which catalyst facilitates the given reaction. (1) Product: [Cl:1][C:2]1[CH:3]=[CH:4][C:5]([O:11][CH3:12])=[C:6]([CH:10]=1)[C:7]([N:21]1[CH2:22][CH2:23][CH2:24][CH:19]([CH2:18][NH:17][C:15](=[O:16])[C:14]([F:25])([F:26])[F:13])[CH2:20]1)=[O:8]. Reactant: [Cl:1][C:2]1[CH:3]=[CH:4][C:5]([O:11][CH3:12])=[C:6]([CH:10]=1)[C:7](Cl)=[O:8].[F:13][C:14]([F:26])([F:25])[C:15]([NH:17][CH2:18][CH:19]1[CH2:24][CH2:23][CH2:22][NH:21][CH2:20]1)=[O:16]. The catalyst class is: 7. (2) Reactant: [Cl:1][C:2]1[N:7]=[C:6]([NH:8][CH:9]2[CH2:14][CH2:13][CH2:12][CH2:11][CH2:10]2)[C:5]([N+:15]([O-])=O)=[CH:4][N:3]=1.O.O.[Sn](Cl)Cl. Product: [Cl:1][C:2]1[N:7]=[C:6]([NH:8][CH:9]2[CH2:14][CH2:13][CH2:12][CH2:11][CH2:10]2)[C:5]([NH2:15])=[CH:4][N:3]=1. The catalyst class is: 8. (3) Reactant: C1(P(C2C=CC=CC=2)C2C=CC=CC=2)C=CC=CC=1.[C:20]([Br:24])(Br)(Br)Br.[I:25][C:26]1[C:27](CO)=[CH:28][C:29]2[C:34]([CH:35]=1)=[CH:33][CH:32]=[CH:31][CH:30]=2. Product: [Br:24][CH2:20][C:27]1[C:26]([I:25])=[CH:35][C:34]2[C:29](=[CH:30][CH:31]=[CH:32][CH:33]=2)[CH:28]=1. The catalyst class is: 2.